The task is: Predict which catalyst facilitates the given reaction.. This data is from Catalyst prediction with 721,799 reactions and 888 catalyst types from USPTO. (1) Reactant: [Cl:1][C:2]1[C:12]2[O:11][CH2:10][CH2:9][N:8]([CH3:13])[C:7](=[O:14])[C:6]=2[CH:5]=[CH:4][C:3]=1[O:15][C:16]1[CH:17]=[C:18]([CH:22]=[C:23]([O:25][C@H:26]2[CH2:30][CH2:29][O:28][CH2:27]2)[CH:24]=1)[C:19](O)=[O:20].N1C=CC=CC=1.[NH2:37][C:38]1[CH:42]=[CH:41][N:40]([C:43]([O:45][C:46]([CH3:49])([CH3:48])[CH3:47])=[O:44])[N:39]=1. Product: [Cl:1][C:2]1[C:12]2[O:11][CH2:10][CH2:9][N:8]([CH3:13])[C:7](=[O:14])[C:6]=2[CH:5]=[CH:4][C:3]=1[O:15][C:16]1[CH:17]=[C:18]([C:19]([NH:37][C:38]2[CH:42]=[CH:41][N:40]([C:43]([O:45][C:46]([CH3:49])([CH3:48])[CH3:47])=[O:44])[N:39]=2)=[O:20])[CH:22]=[C:23]([O:25][C@H:26]2[CH2:30][CH2:29][O:28][CH2:27]2)[CH:24]=1. The catalyst class is: 2. (2) Reactant: Cl[C:2]1[N:7]=[CH:6][N:5]=[C:4]2[N:8]([C:11]3[CH:16]=[CH:15][C:14]([O:17][CH3:18])=[CH:13][CH:12]=3)[N:9]=[CH:10][C:3]=12.[NH2:19][C:20]1[CH:21]=[C:22]([NH:27][C:28](=[O:39])[C:29]2[CH:34]=[CH:33][N:32]=[C:31]([C:35]([F:38])([F:37])[F:36])[CH:30]=2)[CH:23]=[CH:24][C:25]=1[CH3:26]. Product: [CH3:18][O:17][C:14]1[CH:15]=[CH:16][C:11]([N:8]2[C:4]3=[N:5][CH:6]=[N:7][C:2]([NH:19][C:20]4[CH:21]=[C:22]([NH:27][C:28](=[O:39])[C:29]5[CH:34]=[CH:33][N:32]=[C:31]([C:35]([F:38])([F:36])[F:37])[CH:30]=5)[CH:23]=[CH:24][C:25]=4[CH3:26])=[C:3]3[CH:10]=[N:9]2)=[CH:12][CH:13]=1. The catalyst class is: 107. (3) Reactant: [NH2:1][C:2]1[C:6]([C:7]([NH:9][CH:10]([CH3:12])[CH3:11])=[O:8])=[CH:5][N:4]([C:13]2[CH:14]=[N:15][CH:16]=[CH:17][CH:18]=2)[N:3]=1.[C:19]1(C)C=CC(S(O)(=O)=O)=CC=1.C(OCC)(OCC)OCC. Product: [CH:10]([N:9]1[C:7](=[O:8])[C:6]2=[CH:5][N:4]([C:13]3[CH:14]=[N:15][CH:16]=[CH:17][CH:18]=3)[N:3]=[C:2]2[N:1]=[CH:19]1)([CH3:12])[CH3:11]. The catalyst class is: 80. (4) Reactant: [OH:1][N:2]=[CH:3]/[C:4](/[CH3:18])=[CH:5]/[C@@H:6]1[C@@H:8]([C:9]([O:11][C:12]([CH3:15])([CH3:14])[CH3:13])=[O:10])[C:7]1([CH3:17])[CH3:16].I[CH2:20][CH2:21][CH3:22].[OH-].[Na+].Cl. Product: [CH3:16][C:7]1([CH3:17])[C@H:6](/[CH:5]=[C:4](\[CH3:18])/[CH:3]=[N:2][O:1][CH2:20][CH2:21][CH3:22])[C@H:8]1[C:9]([O:11][C:12]([CH3:15])([CH3:14])[CH3:13])=[O:10]. The catalyst class is: 9. (5) Reactant: OO.[O:3]1CCOCC1.[F:9][C:10]1[C:18]([O:19][CH3:20])=[C:17]2[C:13]([C:14](=[O:22])C(=O)[NH:16]2)=[C:12]([CH3:23])[CH:11]=1.[OH-].[Na+]. Product: [NH2:16][C:17]1[C:18]([O:19][CH3:20])=[C:10]([F:9])[CH:11]=[C:12]([CH3:23])[C:13]=1[C:14]([OH:22])=[O:3]. The catalyst class is: 6. (6) The catalyst class is: 12. Product: [Cl:12][C:5]1[C:6]([NH:8][CH:9]2[CH2:11][CH2:10]2)=[N:7][C:2]([NH:13][C:14]2[CH:15]=[C:16]([S:20]([NH2:23])(=[O:21])=[O:22])[CH:17]=[CH:18][CH:19]=2)=[N:3][CH:4]=1. Reactant: Cl[C:2]1[N:7]=[C:6]([NH:8][CH:9]2[CH2:11][CH2:10]2)[C:5]([Cl:12])=[CH:4][N:3]=1.[NH2:13][C:14]1[CH:15]=[C:16]([S:20]([NH2:23])(=[O:22])=[O:21])[CH:17]=[CH:18][CH:19]=1.C1(C)C=CC(S(O)(=O)=O)=CC=1. (7) Reactant: Cl[C:2]([C:4]1[CH:13]=[CH:12][C:7]([C:8]([O:10][CH3:11])=[O:9])=[CH:6][CH:5]=1)=[O:3].[C:14]([NH:17][C:18]1[CH:23]=[CH:22][CH:21]=[CH:20][CH:19]=1)(=[O:16])[CH3:15].[Al+3].[Cl-].[Cl-].[Cl-].O. Product: [CH3:11][O:10][C:8](=[O:9])[C:7]1[CH:12]=[CH:13][C:4]([C:2](=[O:3])[C:21]2[CH:22]=[CH:23][C:18]([NH:17][C:14](=[O:16])[CH3:15])=[CH:19][CH:20]=2)=[CH:5][CH:6]=1. The catalyst class is: 68. (8) Reactant: [NH2:1][N:2]1[C:6]2[CH:7]=[CH:8][CH:9]=[CH:10][C:5]=2[N:4]=[C:3]1[S:11][CH2:12][C:13]1[C:18]([CH3:19])=[C:17]([O:20][CH2:21][C:22]([F:25])([F:24])[F:23])[CH:16]=[CH:15][N:14]=1.Cl.[BH4-].[Na+].O. Product: [CH3:17][CH:18]([CH3:19])[CH2:13][NH:1][N:2]1[C:6]2[CH:7]=[CH:8][CH:9]=[CH:10][C:5]=2[N:4]=[C:3]1[S:11][CH2:12][C:13]1[C:18]([CH3:19])=[C:17]([O:20][CH2:21][C:22]([F:25])([F:24])[F:23])[CH:16]=[CH:15][N:14]=1. The catalyst class is: 125.